From a dataset of Forward reaction prediction with 1.9M reactions from USPTO patents (1976-2016). Predict the product of the given reaction. (1) Given the reactants C(OC([C:11]1[C:19]([CH3:20])=[C:18]2[C:14]([C:15](CCO)=[CH:16][NH:17]2)=[C:13](Br)[CH:12]=1)=O)C1C=CC=CC=1.[CH2:25]([O:27]C(=O)C(=O)CCC)[CH3:26].B(F)(F)F.O(CC)CC, predict the reaction product. The product is: [N:17]1[CH:16]=[CH:15][C:14]2[C:18]=1[C:19]1=[CH:20][CH:26]=[CH:25][O:27][C:11]1=[CH:12][CH:13]=2. (2) The product is: [N:5]1[CH:6]=[N:1][N:2]=[C:3]([C:7]2[CH:8]=[CH:9][C:10]([C:11]([NH:62][CH2:61][CH2:60][CH2:59][CH2:58][CH:57]([NH:56][C:49]([O:51][C:52]([CH3:55])([CH3:54])[CH3:53])=[O:50])[C:63]([OH:65])=[O:64])=[O:13])=[CH:14][CH:15]=2)[N:4]=1. Given the reactants [N:1]1[CH:6]=[N:5][N:4]=[C:3]([C:7]2[CH:15]=[CH:14][C:10]([C:11]([OH:13])=O)=[CH:9][CH:8]=2)[N:2]=1.Cl.CN(C)CCCN=C=NCC.O.ON1C2C=CC=CC=2N=N1.N[C@H](C(O)=O)CCCCN.[C:49]([NH:56][C@H:57]([C:63]([OH:65])=[O:64])[CH2:58][CH2:59][CH2:60][CH2:61][NH2:62])([O:51][C:52]([CH3:55])([CH3:54])[CH3:53])=[O:50], predict the reaction product. (3) Given the reactants [H-].[Na+].[Si:3]([O:10][C@@H:11]([CH3:24])[CH2:12][CH2:13][CH2:14][C:15](=[O:23])[CH2:16]P(=O)(OC)OC)([C:6]([CH3:9])([CH3:8])[CH3:7])([CH3:5])[CH3:4].[Cl:25][C@H:26]1[C@H:30]([CH2:31][CH2:32][CH2:33][C:34]2[S:38][C:37]([C:39]([O:41][CH3:42])=[O:40])=[CH:36][CH:35]=2)[C@@H:29]([CH:43]=O)[C@H:28]([O:45][CH:46]2[CH2:51][CH2:50][CH2:49][CH2:48][O:47]2)[CH2:27]1, predict the reaction product. The product is: [Si:3]([O:10][C@@H:11]([CH3:24])[CH2:12][CH2:13][CH2:14][C:15](=[O:23])/[CH:16]=[CH:43]/[C@H:29]1[C@H:28]([O:45][CH:46]2[CH2:51][CH2:50][CH2:49][CH2:48][O:47]2)[CH2:27][C@@H:26]([Cl:25])[C@@H:30]1[CH2:31][CH2:32][CH2:33][C:34]1[S:38][C:37]([C:39]([O:41][CH3:42])=[O:40])=[CH:36][CH:35]=1)([C:6]([CH3:7])([CH3:8])[CH3:9])([CH3:4])[CH3:5]. (4) Given the reactants [Cl:1][C:2]1[CH:11]=[C:10]([O:12][CH3:13])[C:9]2[C:8](=[O:14])[CH2:7][CH2:6][CH2:5][C:4]=2[N:3]=1.[BH4-].[Na+].O, predict the reaction product. The product is: [Cl:1][C:2]1[CH:11]=[C:10]([O:12][CH3:13])[C:9]2[CH:8]([OH:14])[CH2:7][CH2:6][CH2:5][C:4]=2[N:3]=1.